From a dataset of Peptide-MHC class I binding affinity with 185,985 pairs from IEDB/IMGT. Regression. Given a peptide amino acid sequence and an MHC pseudo amino acid sequence, predict their binding affinity value. This is MHC class I binding data. The peptide sequence is FFSPFFFSL. The MHC is HLA-B27:05 with pseudo-sequence HLA-B27:05. The binding affinity (normalized) is 0.213.